From a dataset of Forward reaction prediction with 1.9M reactions from USPTO patents (1976-2016). Predict the product of the given reaction. (1) Given the reactants [Cl:1][C:2]1[CH:3]=[C:4]([NH:16][C:17]2[C:26]3[C:21](=[CH:22][C:23](F)=[C:24]([N+:27]([O-:29])=[O:28])[CH:25]=3)[N:20]=[CH:19][N:18]=2)[CH:5]=[CH:6][C:7]=1[O:8][CH2:9][C:10]1[CH:15]=[CH:14][CH:13]=[CH:12][N:11]=1.[CH3:31][O-:32].[Na+].O, predict the reaction product. The product is: [Cl:1][C:2]1[CH:3]=[C:4]([NH:16][C:17]2[C:26]3[C:21](=[CH:22][C:23]([O:32][CH3:31])=[C:24]([N+:27]([O-:29])=[O:28])[CH:25]=3)[N:20]=[CH:19][N:18]=2)[CH:5]=[CH:6][C:7]=1[O:8][CH2:9][C:10]1[CH:15]=[CH:14][CH:13]=[CH:12][N:11]=1. (2) Given the reactants [C:1]([O:5][C:6](=[O:15])[CH2:7][C@H:8]([CH2:12][CH:13]=[CH2:14])[C:9]([OH:11])=O)([CH3:4])([CH3:3])[CH3:2].[NH2:16][CH2:17][C@@H:18]([C:20]1[CH:25]=[CH:24][CH:23]=[CH:22][CH:21]=1)[OH:19], predict the reaction product. The product is: [OH:19][C@H:18]([C:20]1[CH:25]=[CH:24][CH:23]=[CH:22][CH:21]=1)[CH2:17][NH:16][C:9]([C@@H:8]([CH2:12][CH:13]=[CH2:14])[CH2:7][C:6]([O:5][C:1]([CH3:2])([CH3:3])[CH3:4])=[O:15])=[O:11]. (3) The product is: [F:1][C:2]([F:7])([F:6])[C:3]([OH:5])=[O:4].[F:8][C:9]([F:14])([F:13])[C:10]([OH:12])=[O:11].[Cl:22][C:23]1[CH:24]=[N:25][C:26]2[NH:27][C:28]3[CH:29]=[N:30][CH:31]=[C:32]([CH:53]=3)[CH2:33][CH2:34][C:35]3[CH:43]=[C:39]([NH:40][C:41]=1[N:42]=2)[CH:38]=[CH:37][C:36]=3[NH:44][C:45](=[O:52])[CH2:46][C@H:47]1[CH2:51][CH2:50][N:49]([C:62]([NH:61][C:58]2[CH:59]=[CH:60][C:55]([F:54])=[CH:56][CH:57]=2)=[O:63])[CH2:48]1. Given the reactants [F:1][C:2]([F:7])([F:6])[C:3]([OH:5])=[O:4].[F:8][C:9]([F:14])([F:13])[C:10]([OH:12])=[O:11].FC(F)(F)C(O)=O.[Cl:22][C:23]1[CH:24]=[N:25][C:26]2[NH:27][C:28]3[CH:29]=[N:30][CH:31]=[C:32]([CH:53]=3)[CH2:33][CH2:34][C:35]3[CH:43]=[C:39]([NH:40][C:41]=1[N:42]=2)[CH:38]=[CH:37][C:36]=3[NH:44][C:45](=[O:52])[CH2:46][C@H:47]1[CH2:51][CH2:50][NH:49][CH2:48]1.[F:54][C:55]1[CH:60]=[CH:59][C:58]([N:61]=[C:62]=[O:63])=[CH:57][CH:56]=1, predict the reaction product.